Task: Predict the product of the given reaction.. Dataset: Forward reaction prediction with 1.9M reactions from USPTO patents (1976-2016) (1) Given the reactants [N+:1]([C:4]1[CH:5]=[C:6]([CH:10]=[CH:11][C:12]=1[N+:13]([O-:15])=[O:14])[C:7]([OH:9])=O)([O-:3])=[O:2].P(Cl)(Cl)(Cl)(Cl)Cl.CCCCCC.[CH3:28][O:29][CH2:30][CH2:31][NH2:32], predict the reaction product. The product is: [CH3:28][O:29][CH2:30][CH2:31][NH:32][C:7](=[O:9])[C:6]1[CH:10]=[CH:11][C:12]([N+:13]([O-:15])=[O:14])=[C:4]([N+:1]([O-:3])=[O:2])[CH:5]=1. (2) Given the reactants [C:1](Cl)(=[O:3])[CH3:2].[CH2:5]([N:9]1[C:13](=[O:14])[C:12]([NH:15][C:16]2[CH:17]=[C:18]3[C:23](=[CH:24][CH:25]=2)[CH2:22][NH:21][CH2:20][CH2:19]3)=[C:11]([C:26]2[CH:31]=[CH:30][CH:29]=[CH:28][CH:27]=2)[S:10]1(=[O:33])=[O:32])[CH2:6][CH2:7][CH3:8].CCOC(C)=O, predict the reaction product. The product is: [C:1]([N:21]1[CH2:20][CH2:19][C:18]2[C:23](=[CH:24][CH:25]=[C:16]([NH:15][C:12]3[C:13](=[O:14])[N:9]([CH2:5][CH2:6][CH2:7][CH3:8])[S:10](=[O:32])(=[O:33])[C:11]=3[C:26]3[CH:31]=[CH:30][CH:29]=[CH:28][CH:27]=3)[CH:17]=2)[CH2:22]1)(=[O:3])[CH3:2]. (3) The product is: [C:35]([Si:32]([O:39][CH2:40][CH:41]1[O:52][C:44]2[C:45]3[C:49]([CH:50]=[CH:51][C:43]=2[CH2:42]1)=[CH:48][CH:47]=[CH:46][CH:1]=3)([CH3:33])[CH3:34])([CH3:38])([CH3:36])[CH3:37]. Given the reactants [C:1]1(P(C2C=CC=CC=2)C2C=CC=CC=2)C=CC=CC=1.CCOC(/N=N/C(OCC)=O)=O.[Si:32]([O:39][CH2:40][CH:41](O)[CH2:42][C:43]1[CH:51]=[CH:50][C:49]2[CH2:48][CH2:47][CH2:46][C:45]=2[C:44]=1[OH:52])([C:35]([CH3:38])([CH3:37])[CH3:36])([CH3:34])[CH3:33], predict the reaction product. (4) Given the reactants [CH3:1][O:2][CH2:3][CH2:4][N:5]1[C:13]2[CH:12]=[CH:11][CH:10]=[C:9]([NH2:14])[C:8]=2[CH:7]=[CH:6]1.[BH3-]C#N.[Na+], predict the reaction product. The product is: [CH3:1][O:2][CH2:3][CH2:4][N:5]1[C:13]2[CH:12]=[CH:11][CH:10]=[C:9]([NH2:14])[C:8]=2[CH2:7][CH2:6]1. (5) The product is: [Cl:24][C:25]1[CH:30]=[C:29]([C:9]2[S:10][CH:11]=[C:12]([C:14]3[S:18][C:17]([NH:19][C:20]([NH2:22])=[NH:21])=[N:16][C:15]=3[CH3:23])[N:13]=2)[CH:28]=[C:27]([Cl:34])[N:26]=1. Given the reactants NC1C=CC(N[C:9]2[S:10][CH:11]=[C:12]([C:14]3[S:18][C:17]([NH:19][C:20]([NH2:22])=[NH:21])=[N:16][C:15]=3[CH3:23])[N:13]=2)=CC=1.[Cl:24][C:25]1[CH:30]=[C:29](C(=S)N)[CH:28]=[C:27]([Cl:34])[N:26]=1, predict the reaction product. (6) Given the reactants [CH2:1]([N:8]1[CH2:12][CH2:11][C:10]([C:14]2[CH:19]=[CH:18][CH:17]=[C:16]([Cl:20])[C:15]=2[F:21])([OH:13])[CH2:9]1)C1C=CC=CC=1.IC.N1CCOCC1, predict the reaction product. The product is: [Cl:20][C:16]1[C:15]([F:21])=[C:14]([C:10]2([OH:13])[CH2:11][CH2:12][N:8]([CH3:1])[CH2:9]2)[CH:19]=[CH:18][CH:17]=1. (7) Given the reactants [Br:1][C:2]1[CH:11]=[CH:10][C:9]2[N:8]=[CH:7][C:6]3[NH:12][C:13](=[O:26])[N:14]([C:15]4[CH:20]=[CH:19][C:18]([C:21]([CH3:25])([CH3:24])[C:22]#[N:23])=[CH:17][CH:16]=4)[C:5]=3[C:4]=2[CH:3]=1.C(N(CC)CC)C.[F:34][C:35]1[CH:36]=[C:37]([S:42](Cl)(=[O:44])=[O:43])[CH:38]=[CH:39][C:40]=1[CH3:41].O, predict the reaction product. The product is: [Br:1][C:2]1[CH:11]=[CH:10][C:9]2[N:8]=[CH:7][C:6]3[N:12]([S:42]([C:37]4[CH:38]=[CH:39][C:40]([CH3:41])=[C:35]([F:34])[CH:36]=4)(=[O:43])=[O:44])[C:13](=[O:26])[N:14]([C:15]4[CH:20]=[CH:19][C:18]([C:21]([CH3:24])([CH3:25])[C:22]#[N:23])=[CH:17][CH:16]=4)[C:5]=3[C:4]=2[CH:3]=1. (8) The product is: [CH2:25]([S:27]([N:22]1[CH2:23][CH2:24][CH:19]([C:10]2[C:9]3[C:13](=[C:14]([C:16]([NH2:18])=[O:17])[CH:15]=[C:7]([C:1]4[CH:2]=[CH:3][CH:4]=[CH:5][CH:6]=4)[CH:8]=3)[NH:12][CH:11]=2)[CH2:20][CH2:21]1)(=[O:29])=[O:28])[CH3:26]. Given the reactants [C:1]1([C:7]2[CH:8]=[C:9]3[C:13](=[C:14]([C:16]([NH2:18])=[O:17])[CH:15]=2)[NH:12][CH:11]=[C:10]3[CH:19]2[CH2:24][CH2:23][NH:22][CH2:21][CH2:20]2)[CH:6]=[CH:5][CH:4]=[CH:3][CH:2]=1.[CH2:25]([S:27](Cl)(=[O:29])=[O:28])[CH3:26].C(N(CC)CC)C, predict the reaction product. (9) Given the reactants [Cl:1][C:2]1[CH:3]=[CH:4][C:5]([F:31])=[C:6]([C:8]2[O:12][N:11](CC3C=CC(OC)=CC=3OC)[C:10]([CH3:30])([C:24]3[CH:29]=[CH:28][CH:27]=[CH:26][CH:25]=3)[CH:9]=2)[CH:7]=1.FC(F)(F)C(O)=O.C([O-])([O-])=O.[Na+].[Na+], predict the reaction product. The product is: [Cl:1][C:2]1[CH:3]=[CH:4][C:5]([F:31])=[C:6]([C:8]2[O:12][NH:11][C:10]([CH3:30])([C:24]3[CH:29]=[CH:28][CH:27]=[CH:26][CH:25]=3)[CH:9]=2)[CH:7]=1. (10) Given the reactants [C:1]([C:5]1[N:10]=[C:9]([NH:11][CH2:12][CH2:13][CH2:14][O:15][CH3:16])[C:8]([C:17]([N:19]([CH2:37][CH:38]([CH3:40])[CH3:39])[C@@H:20]2[CH2:25][N:24]([C:26]([O:28][C:29]([CH3:32])([CH3:31])[CH3:30])=[O:27])[CH2:23][C@H:22]([C:33]([O:35]C)=[O:34])[CH2:21]2)=[O:18])=[CH:7][N:6]=1)([CH3:4])([CH3:3])[CH3:2].[OH-].[Na+], predict the reaction product. The product is: [C:29]([O:28][C:26]([N:24]1[CH2:25][C@@H:20]([N:19]([C:17]([C:8]2[C:9]([NH:11][CH2:12][CH2:13][CH2:14][O:15][CH3:16])=[N:10][C:5]([C:1]([CH3:2])([CH3:3])[CH3:4])=[N:6][CH:7]=2)=[O:18])[CH2:37][CH:38]([CH3:40])[CH3:39])[CH2:21][C@@H:22]([C:33]([OH:35])=[O:34])[CH2:23]1)=[O:27])([CH3:30])([CH3:32])[CH3:31].